From a dataset of Full USPTO retrosynthesis dataset with 1.9M reactions from patents (1976-2016). Predict the reactants needed to synthesize the given product. (1) Given the product [Cl:11][C:9]1[CH:8]=[CH:7][C:6]([S:12][C:13]2[CH:21]=[CH:20][C:19]([F:22])=[CH:18][C:14]=2[CH2:15][OH:16])=[C:5]([CH2:4][CH2:1][OH:2])[CH:10]=1, predict the reactants needed to synthesize it. The reactants are: [C:1]([CH2:4][C:5]1[CH:10]=[C:9]([Cl:11])[CH:8]=[CH:7][C:6]=1[S:12][C:13]1[CH:21]=[CH:20][C:19]([F:22])=[CH:18][C:14]=1[C:15](O)=[O:16])(O)=[O:2].C(C1C=CC=C([N+]([O-])=O)C=1SC1C=CC(F)=CC=1C(O)=O)(O)=O.B. (2) Given the product [CH2:1]([NH:8][C:9]1[C:18]2[C:13](=[CH:14][CH:15]=[C:16]([O:19][CH3:20])[N:17]=2)[N:12]=[CH:11][C:10]=1[OH:48])[C:2]1[CH:7]=[CH:6][CH:5]=[CH:4][CH:3]=1, predict the reactants needed to synthesize it. The reactants are: [CH2:1]([NH:8][C:9]1[C:18]2[C:13](=[CH:14][CH:15]=[C:16]([O:19][CH3:20])[N:17]=2)[N:12]=[CH:11][C:10]=1Br)[C:2]1[CH:7]=[CH:6][CH:5]=[CH:4][CH:3]=1.C(C1C=C(C(C)C)C(C2C(C)=C(C)C(C)=C(C)C=2P(C)C)=C(C)C=1)(C)C.[OH-:48].[K+].ClCCl.